This data is from Full USPTO retrosynthesis dataset with 1.9M reactions from patents (1976-2016). The task is: Predict the reactants needed to synthesize the given product. (1) Given the product [NH2:48][C:46]1[N:47]=[C:25]([CH2:26][CH2:27][CH2:28][N:29]2[C:37](=[O:38])[C:36]3[C:31](=[CH:32][CH:33]=[CH:34][CH:35]=3)[C:30]2=[O:39])[CH:24]=[C:23]([C:22]2[C:16]3[C:17](=[N:18][CH:19]=[C:14]([C:12]4[CH:11]=[N:10][N:9]([CH3:8])[CH:13]=4)[CH:15]=3)[NH:20][CH:21]=2)[N:45]=1, predict the reactants needed to synthesize it. The reactants are: C(N(CC)CC)C.[CH3:8][N:9]1[CH:13]=[C:12]([C:14]2[CH:15]=[C:16]3[C:22]([C:23](=O)[C:24]#[C:25][CH2:26][CH2:27][CH2:28][N:29]4[C:37](=[O:38])[C:36]5[C:31](=[CH:32][CH:33]=[CH:34][CH:35]=5)[C:30]4=[O:39])=[CH:21][NH:20][C:17]3=[N:18][CH:19]=2)[CH:11]=[N:10]1.C(=O)(O)O.[NH2:45][C:46]([NH2:48])=[NH:47]. (2) Given the product [ClH:1].[C:27]([NH:31][CH2:24][C:11]1[CH:12]=[C:13]([CH2:15][CH2:16][C:17]2[CH:22]=[CH:21][C:20]([Cl:23])=[CH:19][CH:18]=2)[CH:14]=[C:9]([C:4]2[CH:5]=[CH:6][C:7]([Cl:8])=[C:2]([Cl:1])[CH:3]=2)[C:10]=1[OH:26])([CH3:30])([CH3:29])[CH3:28], predict the reactants needed to synthesize it. The reactants are: [Cl:1][C:2]1[CH:3]=[C:4]([C:9]2[CH:14]=[C:13]([CH2:15][CH2:16][C:17]3[CH:22]=[CH:21][C:20]([Cl:23])=[CH:19][CH:18]=3)[CH:12]=[C:11]([CH:24]=O)[C:10]=2[OH:26])[CH:5]=[CH:6][C:7]=1[Cl:8].[C:27]([NH2:31])([CH3:30])([CH3:29])[CH3:28]. (3) Given the product [C:1]([O:4][CH:5]([CH:20]([CH3:22])[CH3:21])[C:6]([CH3:19])([CH3:18])[CH2:7][O:8][C:9]1[CH:14]=[CH:13][CH:12]=[C:11]([NH:15][S:23](=[O:26])(=[O:25])[NH2:24])[C:10]=1[C:16]#[N:17])(=[O:3])[CH3:2], predict the reactants needed to synthesize it. The reactants are: [C:1]([O:4][CH:5]([CH:20]([CH3:22])[CH3:21])[C:6]([CH3:19])([CH3:18])[CH2:7][O:8][C:9]1[CH:14]=[CH:13][CH:12]=[C:11]([NH2:15])[C:10]=1[C:16]#[N:17])(=[O:3])[CH3:2].[S:23](Cl)(=[O:26])(=[O:25])[NH2:24]. (4) Given the product [F:10][CH:5]1[C:6]2([C:25]3[NH:26][C:21]4[C:22]([C:24]=3[CH2:27][CH2:28][O:9]2)=[CH:23][CH:18]=[CH:19][CH:20]=4)[CH2:7][CH2:8][C:3]([C:11]2[CH:16]=[CH:15][CH:14]=[CH:13][CH:12]=2)([N:2]([CH3:17])[CH3:1])[CH2:4]1, predict the reactants needed to synthesize it. The reactants are: [CH3:1][N:2]([CH3:17])[C:3]1([C:11]2[CH:16]=[CH:15][CH:14]=[CH:13][CH:12]=2)[CH2:8][CH2:7][C:6](=[O:9])[CH:5]([F:10])[CH2:4]1.[CH:18]1[CH:19]=[CH:20][C:21]2[NH:26][CH:25]=[C:24]([CH2:27][CH2:28]O)[C:22]=2[CH:23]=1.O([Si](C)(C)C)S(C(F)(F)F)(=O)=O.[OH-].[Na+]. (5) Given the product [OH:8][C@H:7]1[C@@H:3]([OH:2])[C@H:4]([C:11]2[C:15]3[N:16]=[CH:17][NH:18][C:19](=[O:20])[C:14]=3[NH:13][CH:12]=2)[N:5]([C:34]([O:33][C:30]([CH3:32])([CH3:31])[CH3:29])=[O:35])[C@@H:6]1[CH2:9][OH:10], predict the reactants needed to synthesize it. The reactants are: Cl.[OH:2][C@@H:3]1[C@H:7]([OH:8])[C@@H:6]([CH2:9][OH:10])[NH:5][C@H:4]1[C:11]1[C:15]2[N:16]=[CH:17][NH:18][C:19](=[O:20])[C:14]=2[NH:13][CH:12]=1.O.C(N(CC)CC)C.[CH3:29][C:30]([O:33][C:34](O[C:34]([O:33][C:30]([CH3:32])([CH3:31])[CH3:29])=[O:35])=[O:35])([CH3:32])[CH3:31]. (6) The reactants are: [CH2:1]([C@H:8]1[N:13]([C:14]([C:16]2[N:17]=[CH:18][N:19]([C@H:27]3[CH2:32][CH2:31][CH2:30][CH2:29][C@@H:28]3[O:33]CC3C=CC=CC=3)[C:20]=2[C:21]2[CH:26]=[CH:25][CH:24]=[CH:23][CH:22]=2)=[O:15])[CH2:12][CH2:11][N:10]([C:41]([O:43][C:44]([CH3:47])([CH3:46])[CH3:45])=[O:42])[CH2:9]1)[C:2]1[CH:7]=[CH:6][CH:5]=[CH:4][CH:3]=1. Given the product [CH2:1]([C@H:8]1[N:13]([C:14]([C:16]2[N:17]=[CH:18][N:19]([C@H:27]3[CH2:32][CH2:31][CH2:30][CH2:29][C@@H:28]3[OH:33])[C:20]=2[C:21]2[CH:26]=[CH:25][CH:24]=[CH:23][CH:22]=2)=[O:15])[CH2:12][CH2:11][N:10]([C:41]([O:43][C:44]([CH3:47])([CH3:46])[CH3:45])=[O:42])[CH2:9]1)[C:2]1[CH:3]=[CH:4][CH:5]=[CH:6][CH:7]=1, predict the reactants needed to synthesize it. (7) Given the product [F:1][C:2]1[CH:3]=[C:4]2[C:9](=[CH:10][CH:11]=1)[N:8]=[CH:7][CH:6]=[C:5]2[N:12]1[CH2:17][CH2:16][C:15]([CH2:19][C:20]([OH:22])=[O:21])([CH3:18])[CH2:14][CH2:13]1, predict the reactants needed to synthesize it. The reactants are: [F:1][C:2]1[CH:3]=[C:4]2[C:9](=[CH:10][CH:11]=1)[N:8]=[CH:7][CH:6]=[C:5]2[N:12]1[CH2:17][CH2:16][C:15]([CH2:19][C:20]([O:22]C)=[O:21])([CH3:18])[CH2:14][CH2:13]1.[OH-].[Na+].Cl. (8) The reactants are: [CH2:1]([N:8]1[C:21](=[O:22])[C:20]2[C:15](=[CH:16][CH:17]=[CH:18][CH:19]=2)[C:14]2[CH:13]=[C:12]([CH:23]=[C:24]3[S:28][C:27](=[O:29])[NH:26][C:25]3=[O:30])[CH:11]=[CH:10][C:9]1=2)[C:2]1[CH:7]=[CH:6][CH:5]=[CH:4][CH:3]=1.N1C=CC=CC=1.[BH4-].[Li+].Cl. Given the product [CH2:1]([N:8]1[C:21](=[O:22])[C:20]2[C:15](=[CH:16][CH:17]=[CH:18][CH:19]=2)[C:14]2[CH:13]=[C:12]([CH2:23][CH:24]3[S:28][C:27](=[O:29])[NH:26][C:25]3=[O:30])[CH:11]=[CH:10][C:9]1=2)[C:2]1[CH:3]=[CH:4][CH:5]=[CH:6][CH:7]=1, predict the reactants needed to synthesize it.